Dataset: NCI-60 drug combinations with 297,098 pairs across 59 cell lines. Task: Regression. Given two drug SMILES strings and cell line genomic features, predict the synergy score measuring deviation from expected non-interaction effect. (1) Drug 1: CS(=O)(=O)C1=CC(=C(C=C1)C(=O)NC2=CC(=C(C=C2)Cl)C3=CC=CC=N3)Cl. Drug 2: CN1C2=C(C=C(C=C2)N(CCCl)CCCl)N=C1CCCC(=O)O.Cl. Cell line: SNB-19. Synergy scores: CSS=17.8, Synergy_ZIP=0.847, Synergy_Bliss=6.46, Synergy_Loewe=5.74, Synergy_HSA=6.03. (2) Drug 1: CC1C(C(=O)NC(C(=O)N2CCCC2C(=O)N(CC(=O)N(C(C(=O)O1)C(C)C)C)C)C(C)C)NC(=O)C3=C4C(=C(C=C3)C)OC5=C(C(=O)C(=C(C5=N4)C(=O)NC6C(OC(=O)C(N(C(=O)CN(C(=O)C7CCCN7C(=O)C(NC6=O)C(C)C)C)C)C(C)C)C)N)C. Drug 2: CN1C(=O)N2C=NC(=C2N=N1)C(=O)N. Cell line: EKVX. Synergy scores: CSS=-4.36, Synergy_ZIP=-1.71, Synergy_Bliss=-6.05, Synergy_Loewe=1.36, Synergy_HSA=-7.39. (3) Drug 1: CCC1(CC2CC(C3=C(CCN(C2)C1)C4=CC=CC=C4N3)(C5=C(C=C6C(=C5)C78CCN9C7C(C=CC9)(C(C(C8N6C=O)(C(=O)OC)O)OC(=O)C)CC)OC)C(=O)OC)O.OS(=O)(=O)O. Drug 2: C(CN)CNCCSP(=O)(O)O. Cell line: SN12C. Synergy scores: CSS=4.63, Synergy_ZIP=0.741, Synergy_Bliss=6.31, Synergy_Loewe=2.48, Synergy_HSA=2.05. (4) Drug 1: C1=CC=C(C(=C1)C(C2=CC=C(C=C2)Cl)C(Cl)Cl)Cl. Drug 2: CC1CCCC2(C(O2)CC(NC(=O)CC(C(C(=O)C(C1O)C)(C)C)O)C(=CC3=CSC(=N3)C)C)C. Cell line: SN12C. Synergy scores: CSS=20.7, Synergy_ZIP=2.96, Synergy_Bliss=-7.46, Synergy_Loewe=-32.8, Synergy_HSA=-7.48. (5) Drug 1: C1CC(=O)NC(=O)C1N2C(=O)C3=CC=CC=C3C2=O. Drug 2: C1C(C(OC1N2C=NC(=NC2=O)N)CO)O. Cell line: MDA-MB-231. Synergy scores: CSS=5.30, Synergy_ZIP=0.324, Synergy_Bliss=4.90, Synergy_Loewe=-0.872, Synergy_HSA=2.89. (6) Drug 1: CC1=C(C=C(C=C1)NC2=NC=CC(=N2)N(C)C3=CC4=NN(C(=C4C=C3)C)C)S(=O)(=O)N.Cl. Drug 2: C1=CC(=CC=C1C#N)C(C2=CC=C(C=C2)C#N)N3C=NC=N3. Cell line: UO-31. Synergy scores: CSS=5.06, Synergy_ZIP=-3.34, Synergy_Bliss=-0.410, Synergy_Loewe=1.69, Synergy_HSA=2.21. (7) Drug 1: COC1=C2C(=CC3=C1OC=C3)C=CC(=O)O2. Drug 2: C(CN)CNCCSP(=O)(O)O. Cell line: KM12. Synergy scores: CSS=-22.8, Synergy_ZIP=12.5, Synergy_Bliss=-2.25, Synergy_Loewe=-29.6, Synergy_HSA=-29.5.